Dataset: Experimentally validated miRNA-target interactions with 360,000+ pairs, plus equal number of negative samples. Task: Binary Classification. Given a miRNA mature sequence and a target amino acid sequence, predict their likelihood of interaction. (1) The miRNA is mmu-miR-362-5p with sequence AAUCCUUGGAACCUAGGUGUGAAU. The protein sequence of the target gene is MGEKKPEPLDFVKDFQEYLTQQTHHVNMISGSVSGDKEAETLQGAGTDGDQNGLDHPSVEVSLDENSGMLVDGFERTFDGKLKCRYCNYASKGTARLIEHIRIHTGEKPHRCHLCPFASAYERHLEAHMRSHTGEKPYKCELCSFRCSDRSNLSHHRRRKHKMVPIKGTRSSLSSKKMWGVLQKKTSNLGYSRRALINLSPPSMVVQKPDYLNDFTHEIPNIQTDSYEAMAKTTPTGGLPRDPQELMVDNPLNQLSTLAGQLSSLPPENQNPASPDVDACPDEKPFMIQQPSAQAVVSAV.... Result: 1 (interaction). (2) The miRNA is mmu-miR-124-3p with sequence UAAGGCACGCGGUGAAUGCC. The protein sequence of the target gene is MLLLLLLLLVAAAQAVALAPRRFTPDWQSLDSRPLPSWFDEAKFGVFVHWGVFSVPAWGSEWFWWHWQGDRMPAYQRFMTENYPPGFSYADFAPQFTARFFHPDQWAELFQAAGAKYVVLTTKHHEGFTNWPSPVSWNWNSKDVGPHRDLVGELGAAVRKRNIRYGLYHSLLEWFHPLYLLDKKNGFKTQHFVRAKTMPELYDLVNSYKPDLIWSDGEWECPDTYWNSTSFLAWLYNDSPVKDEVIVNDRWGQNCSCHHGGYYNCQDKYKPQSLPDHKWEMCTSMDRASWGYRKDMTMST.... Result: 1 (interaction). (3) The miRNA is rno-miR-181b-5p with sequence AACAUUCAUUGCUGUCGGUGGGU. The protein sequence of the target gene is MLSSRAEAAMTAADRAIQRFLRTGAAVRYKVMKNWGVIGGIAAALAAGIYVIWGPITERKKRRKGLVPGLVNLGNTCFMNSLLQGLSACPAFIRWLEEFTSQYSRDQKEPPSHQYLSLTLLHLLKALSCQEVTDDEVLDASCLLDVLRMYRWQISSFEEQDAHELFHVITSSLEDERDRQPRVTHLFDVHSLEQQSEITPKQITCRTRGSPHPTSNHWKSQHPFHGRLTSNMVCKHCEHQSPVRFDTFDSLSLSIPAATWGHPLTLDHCLHHFISSESVRDVVCDNCTKIEAKGTLNGEK.... Result: 0 (no interaction).